Regression. Given a peptide amino acid sequence and an MHC pseudo amino acid sequence, predict their binding affinity value. This is MHC class I binding data. From a dataset of Peptide-MHC class I binding affinity with 185,985 pairs from IEDB/IMGT. The peptide sequence is GLDLQPCIDL. The MHC is HLA-A02:02 with pseudo-sequence HLA-A02:02. The binding affinity (normalized) is 0.345.